Dataset: Forward reaction prediction with 1.9M reactions from USPTO patents (1976-2016). Task: Predict the product of the given reaction. Given the reactants [Cl:1][C:2]1[CH:3]=[CH:4][C:5]([C:36]#[N:37])=[C:6]([C:8]2[C:13]([O:14][CH3:15])=[CH:12][N:11]([CH:16]([CH2:33][CH3:34])[C:17]([NH:19][C:20]3[N:21]=[C:22]4[CH:27]=[CH:26][C:25]([C:28]([O:30]C)=[O:29])=[CH:24][N:23]4[CH:32]=3)=[O:18])[C:10](=[O:35])[CH:9]=2)[CH:7]=1.[OH-].[Li+], predict the reaction product. The product is: [ClH:1].[Cl:1][C:2]1[CH:3]=[CH:4][C:5]([C:36]#[N:37])=[C:6]([C:8]2[C:13]([O:14][CH3:15])=[CH:12][N:11]([CH:16]([CH2:33][CH3:34])[C:17]([NH:19][C:20]3[N:21]=[C:22]4[CH:27]=[CH:26][C:25]([C:28]([OH:30])=[O:29])=[CH:24][N:23]4[CH:32]=3)=[O:18])[C:10](=[O:35])[CH:9]=2)[CH:7]=1.